Dataset: Forward reaction prediction with 1.9M reactions from USPTO patents (1976-2016). Task: Predict the product of the given reaction. (1) Given the reactants [H-].[Al+3].[Li+].[H-].[H-].[H-].[CH2:7]([N:14]1[CH2:32][CH2:31][C:17]2([C:21](=O)[N:20]([CH3:23])[C:19](=O)[CH:18]2[C:25]2[CH:30]=[CH:29][CH:28]=[CH:27][CH:26]=2)[CH2:16][CH2:15]1)[C:8]1[CH:13]=[CH:12][CH:11]=[CH:10][CH:9]=1.[OH-].[Na+], predict the reaction product. The product is: [CH2:7]([N:14]1[CH2:32][CH2:31][C:17]2([CH2:21][N:20]([CH3:23])[CH2:19][CH:18]2[C:25]2[CH:30]=[CH:29][CH:28]=[CH:27][CH:26]=2)[CH2:16][CH2:15]1)[C:8]1[CH:9]=[CH:10][CH:11]=[CH:12][CH:13]=1. (2) Given the reactants [CH:1]([O:4][C:5]([N:7]1[CH2:12][CH2:11][CH:10]([OH:13])[CH2:9][CH2:8]1)=[O:6])([CH3:3])[CH3:2].[Cl:14][C:15]1[C:20]([O:21][CH3:22])=[C:19](Cl)[N:18]=[CH:17][N:16]=1, predict the reaction product. The product is: [CH:1]([O:4][C:5]([N:7]1[CH2:8][CH2:9][CH:10]([O:13][C:19]2[C:20]([O:21][CH3:22])=[C:15]([Cl:14])[N:16]=[CH:17][N:18]=2)[CH2:11][CH2:12]1)=[O:6])([CH3:3])[CH3:2]. (3) Given the reactants [NH2:1][C:2]1[N:6]([CH3:7])[C:5](=[O:8])[C:4]([C:16]2[CH:21]=[CH:20][C:19]([F:22])=[C:18]([Br:23])[CH:17]=2)([C:9]2[CH:14]=[CH:13][C:12]([OH:15])=[CH:11][CH:10]=2)[N:3]=1.C(N(CC)CC)C.C1C=CC(N([S:38]([C:41]([F:44])([F:43])[F:42])(=[O:40])=[O:39])[S:38]([C:41]([F:44])([F:43])[F:42])(=[O:40])=[O:39])=CC=1.C(=O)(O)[O-].[Na+], predict the reaction product. The product is: [F:42][C:41]([F:44])([F:43])[S:38]([O:15][C:12]1[CH:13]=[CH:14][C:9]([C:4]2([C:16]3[CH:21]=[CH:20][C:19]([F:22])=[C:18]([Br:23])[CH:17]=3)[C:5](=[O:8])[N:6]([CH3:7])[C:2]([NH2:1])=[N:3]2)=[CH:10][CH:11]=1)(=[O:40])=[O:39]. (4) Given the reactants [C:1]([Si:5]([CH3:36])([CH3:35])[O:6][C@H:7]1[C@H:11]2[O:12][CH2:13][C@@H:14]([O:15][C:16]3[N:26]([CH2:27][O:28][CH2:29][CH2:30][Si:31]([CH3:34])([CH3:33])[CH3:32])[C:19]4=[N:20][C:21](I)=[C:22]([Cl:24])[CH:23]=[C:18]4[N:17]=3)[C@H:10]2[O:9][CH2:8]1)([CH3:4])([CH3:3])[CH3:2].CC1(C)C(C)(C)OB([C:45]2[CH:50]=[CH:49][C:48]([C@H:51]3[CH2:56][CH2:55][C@H:54]([OH:57])[CH2:53][CH2:52]3)=[CH:47][CH:46]=2)O1.C([O-])([O-])=O.[K+].[K+], predict the reaction product. The product is: [C:1]([Si:5]([CH3:36])([CH3:35])[O:6][C@H:7]1[C@H:11]2[O:12][CH2:13][C@@H:14]([O:15][C:16]3[N:26]([CH2:27][O:28][CH2:29][CH2:30][Si:31]([CH3:34])([CH3:33])[CH3:32])[C:19]4=[N:20][C:21]([C:45]5[CH:50]=[CH:49][C:48]([C@H:51]6[CH2:52][CH2:53][C@H:54]([OH:57])[CH2:55][CH2:56]6)=[CH:47][CH:46]=5)=[C:22]([Cl:24])[CH:23]=[C:18]4[N:17]=3)[C@H:10]2[O:9][CH2:8]1)([CH3:4])([CH3:3])[CH3:2]. (5) Given the reactants Cl.[CH2:2]1[C:7]2([CH2:12][CH2:11][NH:10][CH2:9][CH2:8]2)[CH2:6][CH2:5][N:4]([C:13](OC(C)(C)C)=O)[CH2:3]1.[CH3:20][C:21]1([CH3:32])[O:25][C:24]2[CH:26]=[CH:27][CH:28]=[C:29](C=O)[C:23]=2[O:22]1, predict the reaction product. The product is: [CH3:20][C:21]1([CH3:32])[O:22][C:23]2[CH:29]=[CH:28][CH:27]=[C:26]([CH2:13][N:4]3[CH2:3][CH2:2][C:7]4([CH2:8][CH2:9][NH:10][CH2:11][CH2:12]4)[CH2:6][CH2:5]3)[C:24]=2[O:25]1. (6) Given the reactants [NH2:1][CH2:2][C:3]1[CH:4]=[CH:5][C:6]([NH:25][C:26]([O:28][C:29]([CH3:32])([CH3:31])[CH3:30])=[O:27])=[C:7]([CH2:9][CH2:10][C:11]2[CH:12]=[C:13]([NH:17][C:18](=[O:24])[O:19][C:20]([CH3:23])([CH3:22])[CH3:21])[CH:14]=[N:15][CH:16]=2)[CH:8]=1.[Cl:33][C:34]1[N:39]=[C:38](Cl)[C:37]([Cl:41])=[CH:36][N:35]=1.C(=O)([O-])[O-].[K+].[K+], predict the reaction product. The product is: [C:29]([O:28][C:26]([NH:25][C:6]1[CH:5]=[CH:4][C:3]([CH2:2][NH:1][C:36]2[C:37]([Cl:41])=[CH:38][N:39]=[C:34]([Cl:33])[N:35]=2)=[CH:8][C:7]=1[CH2:9][CH2:10][C:11]1[CH:12]=[C:13]([NH:17][C:18](=[O:24])[O:19][C:20]([CH3:23])([CH3:21])[CH3:22])[CH:14]=[N:15][CH:16]=1)=[O:27])([CH3:32])([CH3:31])[CH3:30]. (7) Given the reactants Cl[C:2]1[CH:7]=[C:6]([Cl:8])[CH:5]=[C:4]([C:9]2[CH:14]=[CH:13][C:12]([O:15][CH:16]([CH3:18])[CH3:17])=[CH:11][CH:10]=2)[N:3]=1.C([Sn](CCCC)(CCCC)[C:24]1[S:28][CH:27]=[N:26][CH:25]=1)CCC.[F-].[Cs+], predict the reaction product. The product is: [Cl:8][C:6]1[CH:5]=[C:4]([C:9]2[CH:14]=[CH:13][C:12]([O:15][CH:16]([CH3:18])[CH3:17])=[CH:11][CH:10]=2)[N:3]=[C:2]([C:24]2[S:28][CH:27]=[N:26][CH:25]=2)[CH:7]=1. (8) Given the reactants [C:1]([C:3]1([NH:6][C:7]([C@@H:9]2[CH2:13][C@@H:12]([S:14]([C:17]3[CH:22]=[CH:21][C:20](F)=[CH:19][C:18]=3[Cl:24])(=[O:16])=[O:15])[CH2:11][C@H:10]2[C:25]([N:27]2[CH2:31][CH2:30][C:29]([F:33])([F:32])[CH2:28]2)=[O:26])=[O:8])[CH2:5][CH2:4]1)#[N:2].[F:34][C:35]([F:39])([F:38])[CH2:36][OH:37], predict the reaction product. The product is: [C:1]([C:3]1([NH:6][C:7]([C@@H:9]2[CH2:13][C@@H:12]([S:14]([C:17]3[CH:22]=[CH:21][C:20]([O:37][CH2:36][C:35]([F:39])([F:38])[F:34])=[CH:19][C:18]=3[Cl:24])(=[O:15])=[O:16])[CH2:11][C@H:10]2[C:25]([N:27]2[CH2:31][CH2:30][C:29]([F:33])([F:32])[CH2:28]2)=[O:26])=[O:8])[CH2:4][CH2:5]1)#[N:2]. (9) Given the reactants C(OC([N:8]1[CH2:13][CH2:12][N:11]([C:14]2[C:23]3[C:18](=[CH:19][CH:20]=[C:21]([S:24][C:25]4[CH:30]=[CH:29][C:28]([Cl:31])=[CH:27][CH:26]=4)[CH:22]=3)[CH:17]=[CH:16][N:15]=2)[CH2:10][CH2:9]1)=O)(C)(C)C.OO.FC(F)(F)C(O)=[O:37].[OH-:41].[Na+], predict the reaction product. The product is: [ClH:31].[Cl:31][C:28]1[CH:29]=[CH:30][C:25]([S:24]([C:21]2[CH:22]=[C:23]3[C:18]([CH:17]=[CH:16][N:15]=[C:14]3[N:11]3[CH2:12][CH2:13][NH:8][CH2:9][CH2:10]3)=[CH:19][CH:20]=2)(=[O:37])=[O:41])=[CH:26][CH:27]=1. (10) Given the reactants Br[CH:2]([C:14]1[CH:19]=[CH:18][CH:17]=[CH:16][CH:15]=1)[C:3]([NH:5][C:6]1[CH:11]=[CH:10][CH:9]=[C:8]([CH3:12])[C:7]=1[OH:13])=[O:4].C(=O)([O-])[O-].[K+].[K+].Cl.O, predict the reaction product. The product is: [CH3:12][C:8]1[C:7]2[O:13][CH:2]([C:14]3[CH:19]=[CH:18][CH:17]=[CH:16][CH:15]=3)[C:3](=[O:4])[NH:5][C:6]=2[CH:11]=[CH:10][CH:9]=1.